From a dataset of Full USPTO retrosynthesis dataset with 1.9M reactions from patents (1976-2016). Predict the reactants needed to synthesize the given product. (1) The reactants are: [CH:1]([N-]C(C)C)([CH3:3])[CH3:2].[Li+].[CH:9]1([C:13]([OH:15])=[O:14])[CH2:12][CH2:11][CH2:10]1.[Na+].[I-].C(Br)C=C.CN(P(N(C)C)(N(C)C)=O)C. Given the product [CH2:3]([C:9]1([C:13]([OH:15])=[O:14])[CH2:12][CH2:11][CH2:10]1)[CH:1]=[CH2:2], predict the reactants needed to synthesize it. (2) Given the product [CH2:3]([O:9][CH2:10][CH2:11][CH2:12][CH2:13][CH2:14][CH2:15][CH2:16][CH2:17][C:18]#[C:19][CH2:20][CH2:21][CH2:22][C:23]([OH:25])=[O:24])[CH2:4][CH2:5][CH2:6][CH2:7][CH3:8], predict the reactants needed to synthesize it. The reactants are: [Li+].[OH-].[CH2:3]([O:9][CH2:10][CH2:11][CH2:12][CH2:13][CH2:14][CH2:15][CH2:16][CH2:17][C:18]#[C:19][CH2:20][CH2:21][CH2:22][C:23]([O:25]C)=[O:24])[CH2:4][CH2:5][CH2:6][CH2:7][CH3:8].C(O)(=O)C(O)=O. (3) Given the product [F:5][C:6]1[CH:11]=[CH:10][C:9]([I:12])=[CH:8][C:7]=1[C:13](=[O:20])[C:14](=[N:1][OH:3])[C:15]([O:17][CH2:18][CH3:19])=[O:16], predict the reactants needed to synthesize it. The reactants are: [N:1]([O-:3])=O.[Na+].[F:5][C:6]1[CH:11]=[CH:10][C:9]([I:12])=[CH:8][C:7]=1[C:13](=[O:20])[CH2:14][C:15]([O:17][CH2:18][CH3:19])=[O:16].[Cl-].[Na+].